Dataset: Full USPTO retrosynthesis dataset with 1.9M reactions from patents (1976-2016). Task: Predict the reactants needed to synthesize the given product. (1) Given the product [Cl:1][C:2]1[CH:11]=[CH:10][C:9]2[N:8]=[C:7]3[CH2:12][N:13]([CH2:16][CH3:17])[C:14](=[O:15])[C:6]3=[C:5]([NH:25][CH2:24][C:23]3[CH:26]=[CH:27][C:28]([O:29][CH3:30])=[C:21]([Cl:20])[CH:22]=3)[C:4]=2[CH:3]=1, predict the reactants needed to synthesize it. The reactants are: [Cl:1][C:2]1[CH:11]=[CH:10][C:9]2[N:8]=[C:7]3[CH2:12][N:13]([CH2:16][CH3:17])[C:14](=[O:15])[C:6]3=[C:5](Cl)[C:4]=2[CH:3]=1.Cl.[Cl:20][C:21]1[CH:22]=[C:23]([CH:26]=[CH:27][C:28]=1[O:29][CH3:30])[CH2:24][NH2:25]. (2) The reactants are: I[C:2]1[CH:7]=[CH:6][C:5]([S:8]([NH:11][C:12]2[CH:17]=[CH:16][C:15]([NH:18][C:19](=[O:25])[O:20][C:21]([CH3:24])([CH3:23])[CH3:22])=[C:14]([O:26][CH3:27])[CH:13]=2)(=[O:10])=[O:9])=[CH:4][CH:3]=1.[F:28][C:29]1[CH:43]=[CH:42][C:32]([CH2:33][O:34][CH2:35][C:36]([NH:38][CH2:39][C:40]#[CH:41])=[O:37])=[CH:31][CH:30]=1.C(N(CC)CC)C.FC1C=CC(COCC(NCC#CC2C=CC(S(=O)(=O)NC3C=C(OC)C(OC)=C(OC)C=3)=CC=2)=O)=CC=1. Given the product [F:28][C:29]1[CH:30]=[CH:31][C:32]([CH2:33][O:34][CH2:35][C:36]([NH:38][CH2:39][C:40]#[C:41][C:2]2[CH:3]=[CH:4][C:5]([S:8]([NH:11][C:12]3[CH:17]=[CH:16][C:15]([NH:18][C:19](=[O:25])[O:20][C:21]([CH3:23])([CH3:24])[CH3:22])=[C:14]([O:26][CH3:27])[CH:13]=3)(=[O:10])=[O:9])=[CH:6][CH:7]=2)=[O:37])=[CH:42][CH:43]=1, predict the reactants needed to synthesize it. (3) Given the product [NH2:1][C:2]1[N:6]([CH3:7])[C:5](=[O:8])[C:4]([C:21]2[CH:26]=[CH:25][C:24]([F:27])=[C:23]([C:34]3[CH:33]=[N:32][CH:31]=[C:30]([F:29])[CH:35]=3)[CH:22]=2)([C:9]2[CH:14]=[CH:13][CH:12]=[C:11]([S:15]([F:20])([F:19])([F:18])([F:17])[F:16])[CH:10]=2)[N:3]=1, predict the reactants needed to synthesize it. The reactants are: [NH2:1][C:2]1[N:6]([CH3:7])[C:5](=[O:8])[C:4]([C:21]2[CH:26]=[CH:25][C:24]([F:27])=[C:23](Br)[CH:22]=2)([C:9]2[CH:14]=[CH:13][CH:12]=[C:11]([S:15]([F:20])([F:19])([F:18])([F:17])[F:16])[CH:10]=2)[N:3]=1.[F:29][C:30]1[CH:31]=[N:32][CH:33]=[C:34](B2OC(C)(C)C(C)(C)O2)[CH:35]=1. (4) Given the product [Br:1][C:2]1[C:11]([C@H:12]([O:18][C:19]([CH3:22])([CH3:21])[CH3:20])[C:13]([O:15][CH2:16][CH3:17])=[O:14])=[C:10]([CH3:23])[CH:9]=[C:8]2[C:3]=1[CH:4]=[CH:5][C:6]([CH2:25][OH:28])=[N:7]2, predict the reactants needed to synthesize it. The reactants are: [Br:1][C:2]1[C:11]([CH:12]([O:18][C:19]([CH3:22])([CH3:21])[CH3:20])[C:13]([O:15][CH2:16][CH3:17])=[O:14])=[C:10]([CH3:23])[CH:9]=[C:8]2[C:3]=1[CH:4]=[CH:5][C:6]([CH3:25])=[N+:7]2[O-].C(OC(=O)C)(=[O:28])C.CO. (5) Given the product [Cl:15][C:13]1[CH:12]=[CH:11][C:10]([O:16][CH2:17][C:18]([NH2:19])=[O:20])=[C:9]([CH:14]=1)[CH2:8][NH2:7], predict the reactants needed to synthesize it. The reactants are: C(OC(=O)[NH:7][CH2:8][C:9]1[CH:14]=[C:13]([Cl:15])[CH:12]=[CH:11][C:10]=1[O:16][CH2:17][C:18](=[O:20])[NH2:19])(C)(C)C.C(O)(C(F)(F)F)=O.